The task is: Predict which catalyst facilitates the given reaction.. This data is from Catalyst prediction with 721,799 reactions and 888 catalyst types from USPTO. (1) Reactant: [CH2:1]([O:8][C:9]([N:11]1[CH2:16][CH2:15][CH2:14][CH:13]([C:17]2[CH:22]=[CH:21][C:20]([CH3:23])=[C:19]([NH2:24])[CH:18]=2)[CH2:12]1)=[O:10])[C:2]1[CH:7]=[CH:6][CH:5]=[CH:4][CH:3]=1.C(N(CC)CC)C.[F:32][C:33]([F:46])([F:45])[S:34](O[S:34]([C:33]([F:46])([F:45])[F:32])(=[O:36])=[O:35])(=[O:36])=[O:35]. Product: [CH2:1]([O:8][C:9]([N:11]1[CH2:16][CH2:15][CH2:14][CH:13]([C:17]2[CH:22]=[CH:21][C:20]([CH3:23])=[C:19]([NH:24][S:34]([C:33]([F:46])([F:45])[F:32])(=[O:36])=[O:35])[CH:18]=2)[CH2:12]1)=[O:10])[C:2]1[CH:3]=[CH:4][CH:5]=[CH:6][CH:7]=1. The catalyst class is: 2. (2) Reactant: [CH:1]1([N:7]([C:18](=[O:24])[C:19]([O:21]CC)=[O:20])[C:8]2[CH:17]=[CH:16][CH:15]=[CH:14][C:9]=2[C:10]([O:12]C)=[O:11])[CH2:6][CH2:5][CH2:4][CH2:3][CH2:2]1.C(O)C.O. Product: [C:19]([C:18]([N:7]([CH:1]1[CH2:6][CH2:5][CH2:4][CH2:3][CH2:2]1)[C:8]1[CH:17]=[CH:16][CH:15]=[CH:14][C:9]=1[C:10]([OH:12])=[O:11])=[O:24])([OH:21])=[O:20]. The catalyst class is: 74. (3) Reactant: [OH:1][CH:2]([C:5]1[CH:6]=[C:7]([NH:11][C:12](=[O:21])[O:13][CH2:14][C:15]2[CH:20]=[CH:19][CH:18]=[CH:17][CH:16]=2)[CH:8]=[CH:9][CH:10]=1)[CH2:3][OH:4].N1C=CN=C1.[CH3:27][C:28]([Si:31](Cl)([CH3:33])[CH3:32])([CH3:30])[CH3:29]. Product: [Si:31]([O:4][CH2:3][CH:2]([C:5]1[CH:6]=[C:7]([NH:11][C:12](=[O:21])[O:13][CH2:14][C:15]2[CH:16]=[CH:17][CH:18]=[CH:19][CH:20]=2)[CH:8]=[CH:9][CH:10]=1)[OH:1])([C:28]([CH3:30])([CH3:29])[CH3:27])([CH3:33])[CH3:32]. The catalyst class is: 3. (4) Reactant: [F:1][C:2]1[CH:3]=[N:4][C:5]([C:8]#N)=[N:6][CH:7]=1.CC(C[AlH]CC(C)C)C.C1C[O:22]CC1. Product: [F:1][C:2]1[CH:3]=[N:4][C:5]([CH:8]=[O:22])=[N:6][CH:7]=1. The catalyst class is: 240. (5) Reactant: [CH3:1][CH:2]1[CH2:7][CH2:6][N:5]([C:8]2[C:13]([CH2:14][NH2:15])=[CH:12][CH:11]=[C:10]([C:16]([F:19])([F:18])[F:17])[N:9]=2)[CH2:4][CH2:3]1.[C:20]1([NH:26][C:27]([C:29]2[N:34]=[CH:33][C:32]([CH:35]([CH3:39])[C:36](O)=[O:37])=[CH:31][N:30]=2)=[O:28])[CH:25]=[CH:24][CH:23]=[CH:22][CH:21]=1.F[B-](F)(F)F.N1(OC(N(C)C)=[N+](C)C)C2C=CC=CC=2N=N1.C(N(C(C)C)C(C)C)C. Product: [CH3:1][CH:2]1[CH2:3][CH2:4][N:5]([C:8]2[C:13]([CH2:14][NH:15][C:36](=[O:37])[CH:35]([C:32]3[CH:31]=[N:30][C:29]([C:27]([NH:26][C:20]4[CH:21]=[CH:22][CH:23]=[CH:24][CH:25]=4)=[O:28])=[N:34][CH:33]=3)[CH3:39])=[CH:12][CH:11]=[C:10]([C:16]([F:19])([F:17])[F:18])[N:9]=2)[CH2:6][CH2:7]1. The catalyst class is: 7. (6) Reactant: [C:1]([C:5]1[CH:10]=[CH:9][C:8]([NH:11][C:12]2[N:17]=[C:16]([CH2:18]Cl)[N:15]=[C:14]([C:20]3[CH:25]=[CH:24][CH:23]=[C:22]([O:26][CH3:27])[CH:21]=3)[N:13]=2)=[CH:7][CH:6]=1)([CH3:4])([CH3:3])[CH3:2].[CH2:28]([OH:32])[CH:29]([CH3:31])[CH3:30].[H-].[Na+].O. The catalyst class is: 1. Product: [C:1]([C:5]1[CH:10]=[CH:9][C:8]([NH:11][C:12]2[N:17]=[C:16]([CH2:18][O:32][CH2:28][CH:29]([CH3:31])[CH3:30])[N:15]=[C:14]([C:20]3[CH:25]=[CH:24][CH:23]=[C:22]([O:26][CH3:27])[CH:21]=3)[N:13]=2)=[CH:7][CH:6]=1)([CH3:4])([CH3:3])[CH3:2].